This data is from Full USPTO retrosynthesis dataset with 1.9M reactions from patents (1976-2016). The task is: Predict the reactants needed to synthesize the given product. (1) Given the product [Cl:11][C:10]1[C:2]([NH:17][CH:14]2[CH2:16][CH2:15]2)=[C:3]([CH:7]=[C:8]([F:13])[C:9]=1[F:12])[C:4]([OH:6])=[O:5], predict the reactants needed to synthesize it. The reactants are: Br[C:2]1[C:10]([Cl:11])=[C:9]([F:12])[C:8]([F:13])=[CH:7][C:3]=1[C:4]([OH:6])=[O:5].[CH:14]1([NH2:17])[CH2:16][CH2:15]1.C([O-])(=O)C.[K+].C(N(CC)CC)C. (2) The reactants are: [CH2:1]([O:3][C:4]([N:6]1[C:15]2[C:10](=[N:11][C:12]([O:16][CH3:17])=[CH:13][CH:14]=2)[C@@H:9]([NH:18][C:19]2[O:20][C:21]([CH2:29][C:30]3[CH:35]=[C:34]([C:36]([F:39])([F:38])[F:37])[CH:33]=[C:32]([C:40]([F:43])([F:42])[F:41])[CH:31]=3)=[C:22]([C:24]([O:26]CC)=[O:25])[N:23]=2)[CH2:8][C@H:7]1[CH2:44][CH3:45])=[O:5])[CH3:2].O.[OH-].[Li+].Cl.C(OCC)(=O)C. Given the product [CH2:1]([O:3][C:4]([N:6]1[C:15]2[C:10](=[N:11][C:12]([O:16][CH3:17])=[CH:13][CH:14]=2)[C@@H:9]([NH:18][C:19]2[O:20][C:21]([CH2:29][C:30]3[CH:35]=[C:34]([C:36]([F:37])([F:38])[F:39])[CH:33]=[C:32]([C:40]([F:41])([F:42])[F:43])[CH:31]=3)=[C:22]([C:24]([OH:26])=[O:25])[N:23]=2)[CH2:8][C@H:7]1[CH2:44][CH3:45])=[O:5])[CH3:2], predict the reactants needed to synthesize it. (3) Given the product [Cl:1][C:2]1[CH:3]=[CH:4][C:5]([N:8]2[C@@H:12]([C:13]3[CH:18]=[CH:17][CH:16]=[C:15]([O:19][C:5]4[N:8]=[N:29][CH:31]=[CH:3][CH:4]=4)[CH:14]=3)[CH2:11][NH:10][C:9]2=[O:20])=[CH:6][CH:7]=1, predict the reactants needed to synthesize it. The reactants are: [Cl:1][C:2]1[CH:7]=[CH:6][C:5]([N:8]2[C@@H:12]([C:13]3[CH:18]=[CH:17][CH:16]=[C:15]([OH:19])[CH:14]=3)[CH2:11][NH:10][C:9]2=[O:20])=[CH:4][CH:3]=1.C([O-])([O-])=O.[Cs+].[Cs+].O.C[N:29]([CH:31]=O)C. (4) Given the product [N:29]12[CH2:37][CH2:36][CH:33]([CH2:34][CH2:35]1)[N:32]([C:2]1[CH:3]=[CH:4][C:5]([N+:13]([O-:15])=[O:14])=[C:6]([S:8]([NH:11][CH3:12])(=[O:10])=[O:9])[CH:7]=1)[CH2:31][CH2:30]2, predict the reactants needed to synthesize it. The reactants are: F[C:2]1[CH:3]=[CH:4][C:5]([N+:13]([O-:15])=[O:14])=[C:6]([S:8]([NH:11][CH3:12])(=[O:10])=[O:9])[CH:7]=1.C(=O)([O-])[O-].[K+].[K+].FC(F)(F)C(O)=O.[N:29]12[CH2:37][CH2:36][CH:33]([CH2:34][CH2:35]1)[NH:32][CH2:31][CH2:30]2. (5) Given the product [CH2:1]([C@@H:8]1[C:9](=[O:76])[NH:10][C@@H:11]2[CH2:55][S:56][S:29][CH2:28][CH2:27][CH:26]=[CH:25][C@@H:20]([O:19][C:18](=[O:49])[CH2:17][NH:16][C:15](=[O:50])[C@@H:14]([CH:51]([CH3:53])[CH3:52])[NH:13][C:12]2=[O:54])[CH2:21][C:22](=[O:24])[NH:23]1)[C:2]1[CH:7]=[CH:6][CH:5]=[CH:4][CH:3]=1, predict the reactants needed to synthesize it. The reactants are: [CH2:1]([C@H:8]1[NH:23][C:22](=[O:24])[CH2:21][C@@H:20](/[CH:25]=[CH:26]/[CH2:27][CH2:28][S:29]C(C2C=CC=CC=2)(C2C=CC=CC=2)C2C=CC=CC=2)[O:19][C:18](=[O:49])[CH2:17][NH:16][C:15](=[O:50])[C@@H:14]([CH:51]([CH3:53])[CH3:52])[NH:13][C:12](=[O:54])[C@@H:11]([CH2:55][S:56]C(C2C=CC=CC=2)(C2C=CC=CC=2)C2C=CC=CC=2)[NH:10][C:9]1=[O:76])[C:2]1[CH:7]=[CH:6][CH:5]=[CH:4][CH:3]=1.